This data is from NCI-60 drug combinations with 297,098 pairs across 59 cell lines. The task is: Regression. Given two drug SMILES strings and cell line genomic features, predict the synergy score measuring deviation from expected non-interaction effect. (1) Drug 1: C1CCC(C1)C(CC#N)N2C=C(C=N2)C3=C4C=CNC4=NC=N3. Drug 2: CC1C(C(CC(O1)OC2CC(CC3=C2C(=C4C(=C3O)C(=O)C5=C(C4=O)C(=CC=C5)OC)O)(C(=O)CO)O)N)O.Cl. Cell line: MCF7. Synergy scores: CSS=36.6, Synergy_ZIP=0.461, Synergy_Bliss=0.573, Synergy_Loewe=-16.0, Synergy_HSA=0.575. (2) Drug 1: CC1CCC2CC(C(=CC=CC=CC(CC(C(=O)C(C(C(=CC(C(=O)CC(OC(=O)C3CCCCN3C(=O)C(=O)C1(O2)O)C(C)CC4CCC(C(C4)OC)O)C)C)O)OC)C)C)C)OC. Drug 2: CNC(=O)C1=NC=CC(=C1)OC2=CC=C(C=C2)NC(=O)NC3=CC(=C(C=C3)Cl)C(F)(F)F. Cell line: NCI-H522. Synergy scores: CSS=6.27, Synergy_ZIP=-5.37, Synergy_Bliss=-7.57, Synergy_Loewe=0.831, Synergy_HSA=-4.25. (3) Drug 1: CC1=C(C(CCC1)(C)C)C=CC(=CC=CC(=CC(=O)O)C)C. Drug 2: CCN(CC)CCNC(=O)C1=C(NC(=C1C)C=C2C3=C(C=CC(=C3)F)NC2=O)C. Cell line: LOX IMVI. Synergy scores: CSS=-1.36, Synergy_ZIP=2.05, Synergy_Bliss=0.296, Synergy_Loewe=-30.4, Synergy_HSA=-6.98. (4) Drug 1: C1C(C(OC1N2C=NC3=C(N=C(N=C32)Cl)N)CO)O. Drug 2: CN(C(=O)NC(C=O)C(C(C(CO)O)O)O)N=O. Cell line: NCI-H522. Synergy scores: CSS=28.7, Synergy_ZIP=-7.63, Synergy_Bliss=0.0708, Synergy_Loewe=-69.4, Synergy_HSA=-0.236. (5) Drug 1: C1C(C(OC1N2C=C(C(=O)NC2=O)F)CO)O. Drug 2: CCC1(C2=C(COC1=O)C(=O)N3CC4=CC5=C(C=CC(=C5CN(C)C)O)N=C4C3=C2)O.Cl. Cell line: NCI-H226. Synergy scores: CSS=21.1, Synergy_ZIP=-5.44, Synergy_Bliss=-2.17, Synergy_Loewe=-10.4, Synergy_HSA=-3.29. (6) Drug 1: C1CC(=O)NC(=O)C1N2CC3=C(C2=O)C=CC=C3N. Drug 2: B(C(CC(C)C)NC(=O)C(CC1=CC=CC=C1)NC(=O)C2=NC=CN=C2)(O)O. Cell line: SF-539. Synergy scores: CSS=4.92, Synergy_ZIP=-1.94, Synergy_Bliss=-0.0942, Synergy_Loewe=0.670, Synergy_HSA=0.667. (7) Drug 1: CCCS(=O)(=O)NC1=C(C(=C(C=C1)F)C(=O)C2=CNC3=C2C=C(C=N3)C4=CC=C(C=C4)Cl)F. Drug 2: C1CN(CCN1C(=O)CCBr)C(=O)CCBr. Cell line: M14. Synergy scores: CSS=39.3, Synergy_ZIP=1.75, Synergy_Bliss=1.37, Synergy_Loewe=-15.6, Synergy_HSA=1.27. (8) Drug 1: COC1=NC(=NC2=C1N=CN2C3C(C(C(O3)CO)O)O)N. Drug 2: CC1CCCC2(C(O2)CC(NC(=O)CC(C(C(=O)C(C1O)C)(C)C)O)C(=CC3=CSC(=N3)C)C)C. Cell line: HCT-15. Synergy scores: CSS=40.1, Synergy_ZIP=8.04, Synergy_Bliss=9.15, Synergy_Loewe=-28.4, Synergy_HSA=6.72.